From a dataset of Full USPTO retrosynthesis dataset with 1.9M reactions from patents (1976-2016). Predict the reactants needed to synthesize the given product. (1) Given the product [CH2:7]([C@H:14]1[CH2:18][N:17]([C:4](=[O:6])[CH2:3][OH:2])[C@H:16]([C:19]([NH:21][C:22]2[CH:27]=[CH:26][C:25]([O:28][C:29]3[CH:30]=[CH:31][C:32]([F:35])=[CH:33][CH:34]=3)=[CH:24][CH:23]=2)=[O:20])[CH2:15]1)[C:8]1[CH:9]=[CH:10][CH:11]=[CH:12][CH:13]=1, predict the reactants needed to synthesize it. The reactants are: Cl.[OH:2][CH2:3][C:4]([OH:6])=O.[CH2:7]([C@H:14]1[CH2:18][NH:17][C@H:16]([C:19]([NH:21][C:22]2[CH:27]=[CH:26][C:25]([O:28][C:29]3[CH:34]=[CH:33][C:32]([F:35])=[CH:31][CH:30]=3)=[CH:24][CH:23]=2)=[O:20])[CH2:15]1)[C:8]1[CH:13]=[CH:12][CH:11]=[CH:10][CH:9]=1. (2) Given the product [N+:11]([C:9]1[CH:8]=[N:7][N:6]([CH:5]([C:14]2[CH:19]=[CH:18][CH:17]=[CH:16][CH:15]=2)[CH:3]2[CH2:2][N:1]([C:29](=[O:31])[CH3:30])[CH2:4]2)[CH:10]=1)([O-:13])=[O:12], predict the reactants needed to synthesize it. The reactants are: [NH:1]1[CH2:4][CH:3]([CH:5]([C:14]2[CH:19]=[CH:18][CH:17]=[CH:16][CH:15]=2)[N:6]2[CH:10]=[C:9]([N+:11]([O-:13])=[O:12])[CH:8]=[N:7]2)[CH2:2]1.C(N(CC)C(C)C)(C)C.[C:29](Cl)(=[O:31])[CH3:30].